From a dataset of Catalyst prediction with 721,799 reactions and 888 catalyst types from USPTO. Predict which catalyst facilitates the given reaction. (1) Product: [NH:1]1[C:9]2[C:4](=[C:5]([C:10]3[N:11]=[C:12]([N:26]4[CH2:31][CH2:30][O:29][CH2:28][CH2:27]4)[C:13]4[S:18][C:17]([C:19]5([OH:25])[CH2:20][CH2:21][N:22]([C:38](=[O:39])[CH2:37][NH:36][C:32](=[O:35])[CH:33]=[CH2:34])[CH2:23][CH2:24]5)=[CH:16][C:14]=4[N:15]=3)[CH:6]=[CH:7][CH:8]=2)[CH:3]=[N:2]1. The catalyst class is: 512. Reactant: [NH:1]1[C:9]2[C:4](=[C:5]([C:10]3[N:11]=[C:12]([N:26]4[CH2:31][CH2:30][O:29][CH2:28][CH2:27]4)[C:13]4[S:18][C:17]([C:19]5([OH:25])[CH2:24][CH2:23][NH:22][CH2:21][CH2:20]5)=[CH:16][C:14]=4[N:15]=3)[CH:6]=[CH:7][CH:8]=2)[CH:3]=[N:2]1.[C:32]([NH:36][CH2:37][C:38](O)=[O:39])(=[O:35])[CH:33]=[CH2:34].CN(C(ON1N=NC2C=CC=NC1=2)=[N+](C)C)C.F[P-](F)(F)(F)(F)F.CCN(C(C)C)C(C)C. (2) Reactant: [CH3:1][O:2][C@@H:3]([CH2:7][C:8]1[CH:13]=[CH:12][CH:11]=[CH:10][CH:9]=1)[C:4]([OH:6])=[O:5].Br[CH2:15][C:16]#[N:17].C(N(CC)CC)C. Product: [CH3:1][O:2][C@@H:3]([CH2:7][C:8]1[CH:13]=[CH:12][CH:11]=[CH:10][CH:9]=1)[C:4]([O:6][CH2:15][C:16]#[N:17])=[O:5]. The catalyst class is: 10. (3) Reactant: [NH2:1][CH:2]([CH2:6][CH2:7][C:8](=[O:31])[NH:9][CH:10]([C:24](=[O:30])[NH:25][CH2:26][C:27]([OH:29])=[O:28])[CH2:11][S:12][CH2:13][C:14](=O)[C:15](=[O:22])[N:16]1[CH2:21][CH2:20][CH2:19][CH2:18][CH2:17]1)[C:3]([OH:5])=[O:4].[C:32]([OH:38])([C:34]([F:37])([F:36])[F:35])=[O:33].[NH2:39][OH:40].Cl.C(#N)C. Product: [NH2:1][CH:2]([CH2:6][CH2:7][C:8](=[O:31])[NH:9][CH:10]([C:24](=[O:30])[NH:25][CH2:26][C:27]([OH:29])=[O:28])[CH2:11][S:12][CH2:13][C:14](=[N:39][OH:40])[C:15](=[O:22])[N:16]1[CH2:21][CH2:20][CH2:19][CH2:18][CH2:17]1)[C:3]([OH:5])=[O:4].[C:32]([OH:38])([C:34]([F:37])([F:36])[F:35])=[O:33]. The catalyst class is: 6. (4) Reactant: [NH2:1][C:2]1[C:3](Cl)=[N:4][C:5]([CH3:9])=[N:6][C:7]=1[Cl:8].[NH3:11]. Product: [Cl:8][C:7]1[N:6]=[C:5]([CH3:9])[N:4]=[C:3]([NH2:11])[C:2]=1[NH2:1]. The catalyst class is: 32. (5) Reactant: [C:1]([O:4][CH2:5][CH:6]([C:12]1[CH:17]=[CH:16][C:15]([NH2:18])=[CH:14][CH:13]=1)[CH2:7][O:8][C:9](=[O:11])[CH3:10])(=[O:3])[CH3:2].C1C(=O)N([Br:26])C(=O)C1. Product: [C:9]([O:8][CH2:7][CH:6]([C:12]1[CH:17]=[CH:16][C:15]([NH2:18])=[C:14]([Br:26])[CH:13]=1)[CH2:5][O:4][C:1](=[O:3])[CH3:2])(=[O:11])[CH3:10]. The catalyst class is: 2. (6) Reactant: [C:1]([NH:4][NH:5][C:6](=[O:32])[CH2:7][CH:8]1[CH2:13][CH2:12][N:11]([C:14](=[O:31])/[CH:15]=[CH:16]/[C:17]2[CH:22]=[CH:21][C:20]([Cl:23])=[CH:19][C:18]=2[CH2:24][N:25]2[N:29]=[N:28][C:27]([CH3:30])=[N:26]2)[CH2:10][CH2:9]1)(=O)[CH3:2].CCN(C(C)C)C(C)C.C1(P(C2C=CC=CC=2)C2C=CC=CC=2)C=CC=CC=1.ClC(Cl)(Cl)C(Cl)(Cl)Cl. Product: [Cl:23][C:20]1[CH:21]=[CH:22][C:17](/[CH:16]=[CH:15]/[C:14]([N:11]2[CH2:10][CH2:9][CH:8]([CH2:7][C:6]3[O:32][C:1]([CH3:2])=[N:4][N:5]=3)[CH2:13][CH2:12]2)=[O:31])=[C:18]([CH2:24][N:25]2[N:29]=[N:28][C:27]([CH3:30])=[N:26]2)[CH:19]=1. The catalyst class is: 2. (7) Reactant: [NH2:1][C:2]1[CH:3]=[CH:4][C:5]([Cl:8])=[N:6][CH:7]=1.[CH2:9]([O:11][C:12](=[O:16])[C:13]([O-])=[O:14])[CH3:10].[K+].Cl.CN(C)CCCN=C=NCC.O.ON1C2C=CC=CC=2N=N1. Product: [Cl:8][C:5]1[N:6]=[CH:7][C:2]([NH:1][C:13](=[O:14])[C:12]([O:11][CH2:9][CH3:10])=[O:16])=[CH:3][CH:4]=1. The catalyst class is: 9. (8) Reactant: [Cl:1][C:2]1[CH:7]=[CH:6][CH:5]=[CH:4][C:3]=1[C:8]1[CH:9]=[CH:10][CH:11]=[C:12]2[C:17]=1[O:16][C@@H:15]([CH2:18][N:19]=[N+]=[N-])[CH2:14][CH2:13]2.C1(P(C2C=CC=CC=2)C2C=CC=CC=2)C=CC=CC=1. Product: [Cl:1][C:2]1[CH:7]=[CH:6][CH:5]=[CH:4][C:3]=1[C:8]1[CH:9]=[CH:10][CH:11]=[C:12]2[C:17]=1[O:16][C@@H:15]([CH2:18][NH2:19])[CH2:14][CH2:13]2. The catalyst class is: 30. (9) Reactant: [CH2:1]([O:8][C:9]([NH:11][CH2:12][CH2:13][O:14][CH2:15][CH2:16][O:17][CH2:18][CH2:19][O:20][CH2:21][CH2:22][OH:23])=[O:10])[C:2]1[CH:7]=[CH:6][CH:5]=[CH:4][CH:3]=1.[CH3:24][S:25](Cl)(=[O:27])=[O:26]. Product: [S:25]([O:23][CH2:22][CH2:21][O:20][CH2:19][CH2:18][O:17][CH2:16][CH2:15][O:14][CH2:13][CH2:12][NH:11][C:9]([O:8][CH2:1][C:2]1[CH:3]=[CH:4][CH:5]=[CH:6][CH:7]=1)=[O:10])(=[O:27])(=[O:26])[CH3:24]. The catalyst class is: 2. (10) Reactant: [Br:1][C:2]1[CH:10]=[C:9]([F:11])[CH:8]=[C:7]2[C:3]=1[CH:4]=[C:5]([CH:12]=O)[NH:6]2.[CH2:14]([O:16][C:17]([CH:19]=P(C1C=CC=CC=1)(C1C=CC=CC=1)C1C=CC=CC=1)=[O:18])[CH3:15]. Product: [CH2:14]([O:16][C:17](=[O:18])[CH:19]=[CH:12][C:5]1[NH:6][C:7]2[C:3]([CH:4]=1)=[C:2]([Br:1])[CH:10]=[C:9]([F:11])[CH:8]=2)[CH3:15]. The catalyst class is: 1.